From a dataset of Forward reaction prediction with 1.9M reactions from USPTO patents (1976-2016). Predict the product of the given reaction. (1) Given the reactants [Br:1][C:2]1[CH:21]=[C:5]2[NH:6][CH:7]([C:14]3[C:15]([CH3:20])=[N:16][N:17]([CH3:19])[CH:18]=3)[CH2:8][CH:9]([C:10]([F:13])([F:12])[F:11])[N:4]2[N:3]=1, predict the reaction product. The product is: [Br:1][C:2]1[CH:21]=[C:5]2[NH:6][C@@H:7]([C:14]3[C:15]([CH3:20])=[N:16][N:17]([CH3:19])[CH:18]=3)[CH2:8][C@@H:9]([C:10]([F:11])([F:12])[F:13])[N:4]2[N:3]=1. (2) Given the reactants [NH2:1][CH:2]1[CH:7]([C:8]2[CH:13]=[CH:12][CH:11]=[C:10]([F:14])[CH:9]=2)[CH2:6][CH2:5][N:4](C(OC(C)(C)C)=O)[CH2:3]1.Cl[C:23]1[C:32]2[C:27](=[C:28]([C:33]([NH2:35])=[O:34])[CH:29]=[CH:30][CH:31]=2)[N:26]=[C:25]([CH3:36])[N:24]=1, predict the reaction product. The product is: [F:14][C:10]1[CH:9]=[C:8]([CH:7]2[CH2:6][CH2:5][NH:4][CH2:3][CH:2]2[NH:1][C:23]2[C:32]3[C:27](=[C:28]([C:33]([NH2:35])=[O:34])[CH:29]=[CH:30][CH:31]=3)[N:26]=[C:25]([CH3:36])[N:24]=2)[CH:13]=[CH:12][CH:11]=1. (3) Given the reactants [F:1][C:2]1[C:7]([O:8][C:9]2[CH:14]=[CH:13][CH:12]=[CH:11][CH:10]=2)=[C:6]([F:15])[CH:5]=[CH:4][C:3]=1[CH:16]([NH:21]S(C(C)(C)C)=O)[CH2:17][N+:18]([O-:20])=[O:19].Cl.[C:29](O[C:29]([O:31][C:32]([CH3:35])([CH3:34])[CH3:33])=[O:30])([O:31][C:32]([CH3:35])([CH3:34])[CH3:33])=[O:30].C(=O)([O-])O.[Na+], predict the reaction product. The product is: [C:32]([O:31][C:29](=[O:30])[NH:21][CH:16]([C:3]1[CH:4]=[CH:5][C:6]([F:15])=[C:7]([O:8][C:9]2[CH:10]=[CH:11][CH:12]=[CH:13][CH:14]=2)[C:2]=1[F:1])[CH2:17][N+:18]([O-:20])=[O:19])([CH3:35])([CH3:34])[CH3:33]. (4) Given the reactants [Cl:1][C:2]1([Cl:8])[CH2:4][C:3]1(CO)[CH3:5].FC1(F)C[CH:11]1[NH:13]C, predict the reaction product. The product is: [ClH:1].[Cl:1][C:2]1([Cl:8])[CH2:4][C:3]1([NH:13][CH3:11])[CH3:5].[ClH:1]. (5) Given the reactants [N+]([C:4]1[CH:5]=[CH:6][CH:7]=[C:8]2[C:12]=1[NH:11][C:10]([C:13]([O:15][CH3:16])=[O:14])=[CH:9]2)([O-])=O.[N+:17](C1C=C2C(=CC=1)NC(C(OC)=O)=C2)([O-:19])=[O:18].[N+](C1C=CC(C=O)=CC=1)([O-])=O.N(CC(OC)=O)=[N+]=[N-], predict the reaction product. The product is: [N+:17]([C:5]1[CH:4]=[C:12]2[C:8]([CH:9]=[C:10]([C:13]([O:15][CH3:16])=[O:14])[NH:11]2)=[CH:7][CH:6]=1)([O-:19])=[O:18]. (6) The product is: [O:1]([CH:2]([C:4]1[CH:13]=[CH:12][C:7]([C:8]([O:10][CH3:11])=[O:9])=[CH:6][CH:5]=1)[CH3:3])[C:14]1[CH:19]=[CH:18][CH:17]=[CH:16][CH:15]=1. Given the reactants [OH:1][CH:2]([C:4]1[CH:13]=[CH:12][C:7]([C:8]([O:10][CH3:11])=[O:9])=[CH:6][CH:5]=1)[CH3:3].[C:14]1(O)[CH:19]=[CH:18][CH:17]=[CH:16][CH:15]=1.C1(P(C2C=CC=CC=2)C2C=CC=CC=2)C=CC=CC=1.N(C(OC(C)C)=O)=NC(OC(C)C)=O, predict the reaction product.